From a dataset of Forward reaction prediction with 1.9M reactions from USPTO patents (1976-2016). Predict the product of the given reaction. (1) The product is: [Cl:1][C:2]1[CH:3]=[CH:4][C:5]([C:8]2([C:16]([N:56]3[CH2:60][CH2:59][CH:58]([C:61]4[CH:24]=[CH:22][N:21]=[CH:25][CH:27]=4)[CH2:57]3)=[O:18])[CH2:9][CH:10]([O:12][CH2:13][O:14][CH3:15])[CH2:11]2)=[CH:6][CH:7]=1. Given the reactants [Cl:1][C:2]1[CH:7]=[CH:6][C:5]([C:8]2([C:16]([OH:18])=O)[CH2:11][CH:10]([O:12][CH2:13][O:14][CH3:15])[CH2:9]2)=[CH:4][CH:3]=1.CC[N:21]([CH:25]([CH3:27])C)[CH:22]([CH3:24])C.F[P-](F)(F)(F)(F)F.N1(O[P+](N(C)C)(N(C)C)N(C)C)C2C=CC=CC=2N=N1.Cl.[NH:56]1[CH:60]=[CH:59][CH:58]([C:61]2C=CC=CN=2)[CH2:57]1.C([O-])(O)=O.[Na+], predict the reaction product. (2) Given the reactants [OH-].[Na+].[CH:3]1[C:13]2[C:12](=[CH:14][CH2:15][CH2:16][O:17][C:18]3[CH:23]=[CH:22][C:21]([CH2:24][CH:25]([O:31][CH2:32][CH3:33])[C:26]([O:28]CC)=[O:27])=[CH:20][CH:19]=3)[C:11]3[CH:34]=[CH:35][CH:36]=[CH:37][C:10]=3[CH2:9][O:8][C:7]=2[CH:6]=[CH:5][CH:4]=1, predict the reaction product. The product is: [CH:3]1[C:13]2[C:12](=[CH:14][CH2:15][CH2:16][O:17][C:18]3[CH:23]=[CH:22][C:21]([CH2:24][CH:25]([O:31][CH2:32][CH3:33])[C:26]([OH:28])=[O:27])=[CH:20][CH:19]=3)[C:11]3[CH:34]=[CH:35][CH:36]=[CH:37][C:10]=3[CH2:9][O:8][C:7]=2[CH:6]=[CH:5][CH:4]=1.